Dataset: Reaction yield outcomes from USPTO patents with 853,638 reactions. Task: Predict the reaction yield, written as a fraction of the theoretical maximum amount of product (1.0 means a 100% yield; for example, 0.34 means a 34% yield). (1) The reactants are [CH3:1][O:2][C:3]1[CH:4]=[CH:5][C:6]2[O:10][C:9]([CH:11]([NH:18][C:19]3[CH:24]=[CH:23][C:22]([C:25]([N:27]([CH3:35])[CH2:28][CH2:29][C:30]([O:32]CC)=[O:31])=[O:26])=[CH:21][CH:20]=3)[CH2:12][CH2:13][CH2:14][CH2:15][CH2:16][CH3:17])=[C:8]([CH3:36])[C:7]=2[CH:37]=1.O1CCCC1.[OH-].[Na+]. The catalyst is C(O)C. The product is [CH3:1][O:2][C:3]1[CH:4]=[CH:5][C:6]2[O:10][C:9]([CH:11]([NH:18][C:19]3[CH:20]=[CH:21][C:22]([C:25]([N:27]([CH3:35])[CH2:28][CH2:29][C:30]([OH:32])=[O:31])=[O:26])=[CH:23][CH:24]=3)[CH2:12][CH2:13][CH2:14][CH2:15][CH2:16][CH3:17])=[C:8]([CH3:36])[C:7]=2[CH:37]=1. The yield is 0.560. (2) The reactants are C[O:2][C:3]([C:5]1[CH:15]=[CH:14][C:8]2[O:9][C:10]([F:13])([F:12])[O:11][C:7]=2[CH:6]=1)=O.[H-].[Al+3].[Li+].[H-].[H-].[H-].O.[OH-].[Na+]. The catalyst is O1CCCC1. The product is [F:13][C:10]1([F:12])[O:9][C:8]2[CH:14]=[CH:15][C:5]([CH2:3][OH:2])=[CH:6][C:7]=2[O:11]1. The yield is 0.760. (3) The reactants are C([O:4][C:5]1[CH:6]=[C:7]2[C:11](=[CH:12][CH:13]=1)[NH:10][CH:9]=[CH:8]2)C=C.[CH3:14][C:15]1C=CC(C)=C(C)[C:16]=1C. No catalyst specified. The product is [CH2:16]([C:6]1[C:5]([OH:4])=[CH:13][CH:12]=[C:11]2[C:7]=1[CH:8]=[CH:9][NH:10]2)[CH:15]=[CH2:14]. The yield is 0.700.